Predict which catalyst facilitates the given reaction. From a dataset of Catalyst prediction with 721,799 reactions and 888 catalyst types from USPTO. Reactant: [C:1]([C:3]1[CH:4]=[C:5]([C:13]([N:15]([CH2:17][C@H:18]([C:26]2[CH:31]=[CH:30][C:29]([Cl:32])=[C:28]([Cl:33])[CH:27]=2)[CH2:19][CH2:20][N:21]2[CH2:24][CH:23]([OH:25])[CH2:22]2)[CH3:16])=[O:14])[C:6]2[C:11]([CH:12]=1)=[CH:10][CH:9]=[CH:8][CH:7]=2)#[N:2].C(N(CC)CC)C.[CH3:41][S:42](Cl)(=[O:44])=[O:43]. Product: [CH3:41][S:42]([O:25][CH:23]1[CH2:24][N:21]([CH2:20][CH2:19][C@@H:18]([C:26]2[CH:31]=[CH:30][C:29]([Cl:32])=[C:28]([Cl:33])[CH:27]=2)[CH2:17][N:15]([C:13]([C:5]2[C:6]3[C:11](=[CH:10][CH:9]=[CH:8][CH:7]=3)[CH:12]=[C:3]([C:1]#[N:2])[CH:4]=2)=[O:14])[CH3:16])[CH2:22]1)(=[O:44])=[O:43]. The catalyst class is: 2.